Predict the product of the given reaction. From a dataset of Forward reaction prediction with 1.9M reactions from USPTO patents (1976-2016). (1) Given the reactants [NH2:1][C:2]1[N:3]([CH3:24])[C:4](=[O:23])[C:5]2([C:15]3[C:10](=[CH:11][CH:12]=[C:13](Br)[CH:14]=3)[O:9][CH:8]([C:17]3[CH:22]=[CH:21][CH:20]=[CH:19][CH:18]=3)[CH2:7]2)[N:6]=1.[CH2:25]([NH:29][C:30]([C:32]1[CH:33]=[C:34](B(O)O)[CH:35]=[CH:36][CH:37]=1)=[O:31])[CH2:26][CH2:27][CH3:28], predict the reaction product. The product is: [NH2:1][C:2]1[N:3]([CH3:24])[C:4](=[O:23])[C:5]2([C:15]3[C:10](=[CH:11][CH:12]=[C:13]([C:36]4[CH:37]=[C:32]([CH:33]=[CH:34][CH:35]=4)[C:30]([NH:29][CH2:25][CH2:26][CH2:27][CH3:28])=[O:31])[CH:14]=3)[O:9][CH:8]([C:17]3[CH:22]=[CH:21][CH:20]=[CH:19][CH:18]=3)[CH2:7]2)[N:6]=1. (2) Given the reactants [Cl:1][C:2]1[S:3][C:4]2[CH2:10][CH2:9][CH2:8][CH2:7][C:5]=2[CH:6]=1.[N+]([O-])([O-])=[O:12].[Ce+4].[NH4+].[N+]([O-])([O-])=O.[N+]([O-])([O-])=O.[N+]([O-])([O-])=O.[N+]([O-])([O-])=O, predict the reaction product. The product is: [Cl:1][C:2]1[S:3][C:4]2[C:10](=[O:12])[CH2:9][CH2:8][CH2:7][C:5]=2[CH:6]=1. (3) Given the reactants [CH3:1][O:2][C:3](=[O:13])[C:4]([C:11]#[N:12])=[C:5]1[CH2:10][CH2:9][CH2:8][CH2:7][CH2:6]1.[N+]([CH3:17])([O-])=O.C1CCN2C(=NCCC2)CC1, predict the reaction product. The product is: [CH3:1][O:2][C:3]([C:4]1([C:11]#[N:12])[C:5]2([CH2:6][CH2:7][CH2:8][CH2:9][CH2:10]2)[CH2:17]1)=[O:13].